Task: Predict the product of the given reaction.. Dataset: Forward reaction prediction with 1.9M reactions from USPTO patents (1976-2016) (1) Given the reactants [Cl:1][C:2]1[CH:24]=[CH:23][C:5]2[N:6]=[C:7]([NH:9][C:10]3[N:14]([CH3:15])[C:13]4[CH:16]=[CH:17][C:18]([C:20](O)=[O:21])=[CH:19][C:12]=4[N:11]=3)[S:8][C:4]=2[CH:3]=1.[CH2:25]([CH2:27][NH2:28])[OH:26].CN(C(ON1N=NC2C=CC=CC1=2)=[N+](C)C)C.F[P-](F)(F)(F)(F)F.CCN(C(C)C)C(C)C, predict the reaction product. The product is: [OH:26][CH2:25][CH2:27][NH:28][C:20]([C:18]1[CH:17]=[CH:16][C:13]2[N:14]([CH3:15])[C:10]([NH:9][C:7]3[S:8][C:4]4[CH:3]=[C:2]([Cl:1])[CH:24]=[CH:23][C:5]=4[N:6]=3)=[N:11][C:12]=2[CH:19]=1)=[O:21]. (2) Given the reactants Cl[C:2]1[CH:7]=[CH:6][C:5]([S:8]([CH3:11])(=[O:10])=[O:9])=[CH:4][C:3]=1[C:12]([N:14]1[CH2:19][CH2:18][N:17]([C:20]2[CH:25]=[CH:24][C:23]([Cl:26])=[C:22]([Cl:27])[CH:21]=2)[CH2:16][CH2:15]1)=[O:13].C(=O)(O)[O-].[Na+].[Cl:33][C:34]1[CH:35]=[C:36](B(O)O)[CH:37]=[CH:38][CH:39]=1.C1(P(C2CCCCC2)C2C=CC=CC=2C2C=CC=CC=2)CCCCC1, predict the reaction product. The product is: [Cl:33][C:34]1[CH:39]=[C:38]([C:2]2[CH:7]=[CH:6][C:5]([S:8]([CH3:11])(=[O:9])=[O:10])=[CH:4][C:3]=2[C:12]([N:14]2[CH2:19][CH2:18][N:17]([C:20]3[CH:25]=[CH:24][C:23]([Cl:26])=[C:22]([Cl:27])[CH:21]=3)[CH2:16][CH2:15]2)=[O:13])[CH:37]=[CH:36][CH:35]=1.